Binary Classification. Given a miRNA mature sequence and a target amino acid sequence, predict their likelihood of interaction. From a dataset of Experimentally validated miRNA-target interactions with 360,000+ pairs, plus equal number of negative samples. (1) The miRNA is hsa-miR-634 with sequence AACCAGCACCCCAACUUUGGAC. The protein sequence of the target gene is MEDMLSFWDVAIYFSAEEWECLGPAQWKLYRDVMLENYSNLVFLGLASSKPYLVTFLEQIQEPSDVKRQAAITVHPGGKCYTCKECGKGFEHKKVYQNHRRIHLRVKSYKCEECGKSFRFPSLLSAHKRNHTGQKPYNCEICSKAFHVPSLLSVHKRIHRVQKPYKSEDYGKTLHCPSLLSQHKIVHTGEKPYQCEDLGKAFRYPSRLSNHKKIHTGEKPHKCEVCGKAFDYPSRLSNHKRIHTGEKPYKCEVCGKAFHDPSKLSQHKIIHTGEKPYKCEVCGKTFHYPSILSKHKIIHT.... Result: 0 (no interaction). (2) The miRNA is hsa-miR-6086 with sequence GGAGGUUGGGAAGGGCAGAG. The protein sequence of the target gene is MGCCTGRCSLVCLCALQLLSALERQIFDFLGFQWAPILGNFLHIIVVILGLFGTIQYRPRYIMVYTVWTALWVTWNVFIICFYLEVGGLSKDTDLMTFNISVHRSWWREHGPGCVRRVLPPSAHGMMDDYTYVSVTGCVVDFQYLEVIHSAVQILLSLVGFVYACYVISISMEEEDTCRNK. Result: 0 (no interaction). (3) The miRNA is mmu-miR-299a-5p with sequence UGGUUUACCGUCCCACAUACAU. The protein sequence of the target gene is MGRKKIQISRITDERNRQVTFNKRKFGVMKKAYELSVLCDCEIALIIFSSSNKLYQYASTDMDRVLLKYTEYNEPHESLTNKNIIEKENKNGVMSPDSPEAETDYTLTPRTEAKYNKIDEEFQNMMQRNQMAIGGAGAPRQLPNSSYTLPVSVPVPGSYGDNLLQASPQMSHTNISPRPSSSETDSGGMSLIIYPSGSMLEMSNGYPHSHSPLVGSPSPGPSPGIAHHLSIKQQSPGSQNGRASNLRVVIPPTIAPIPPNMSAPDDVGYADQRQSQTSLNTPVVTLQTPIPALTSYSFGA.... Result: 0 (no interaction). (4) The miRNA is mmu-miR-3085-3p with sequence UCUGGCUGCUAUGGCCCCCUC. The protein sequence of the target gene is MADNSSDEYEEDNKEKKKPSQLTPQQGFSENDDDDDDDSSETDSDDDDDDEEHGAPLEGAYDPADYEHLPVSAEIKELFEYISRYTPQLIDLDHKLKPFIPDFIPAVGDIDAFLKVPRPDGKPDHLGLLVLDEPSTKQSDPTVLSLWLTENSKQHNITQHMKVKSLEDAEKNPKAIDTWIESISELHRSKPPATVHYTRPMPDIDTLMQEWSPEFEELLGKVSLPTVEIDCSLAEYIDMICAILDIPFYKSRIQSLHLLFSLYSEFKNSQHFKALAEGKKVFTPPPNSASQAGDAETLTF.... Result: 1 (interaction).